From a dataset of Full USPTO retrosynthesis dataset with 1.9M reactions from patents (1976-2016). Predict the reactants needed to synthesize the given product. Given the product [CH2:1]([NH:4][C:5](=[O:13])[C:6]1[CH:11]=[CH:10][CH:9]=[C:8]([C:18]2[CH:19]=[CH:20][C:15]([F:14])=[CH:16][CH:17]=2)[CH:7]=1)[CH2:2][CH3:3], predict the reactants needed to synthesize it. The reactants are: [CH2:1]([NH:4][C:5](=[O:13])[C:6]1[CH:11]=[CH:10][CH:9]=[C:8](Br)[CH:7]=1)[CH2:2][CH3:3].[F:14][C:15]1[CH:20]=[CH:19][C:18](B(O)O)=[CH:17][CH:16]=1.